This data is from Cav3 T-type calcium channel HTS with 100,875 compounds. The task is: Binary Classification. Given a drug SMILES string, predict its activity (active/inactive) in a high-throughput screening assay against a specified biological target. The compound is o1nc(cc1CCC)C(=O)Nc1ccc(cc1)C. The result is 0 (inactive).